From a dataset of Reaction yield outcomes from USPTO patents with 853,638 reactions. Predict the reaction yield, written as a fraction of the theoretical maximum amount of product (1.0 means a 100% yield; for example, 0.34 means a 34% yield). No catalyst specified. The reactants are C([O:5][C:6](=[O:44])[C@@H:7]([NH:11][S:12]([C:15]1[CH:20]=[CH:19][C:18]([C:21]2[CH:26]=[CH:25][C:24]([NH:27][C:28]([C:30]3[O:31][C:32]4[C:39]([Cl:40])=[CH:38][C:37]([Cl:41])=[C:36]([O:42][CH3:43])[C:33]=4[C:34]=3[CH3:35])=[O:29])=[CH:23][CH:22]=2)=[CH:17][CH:16]=1)(=[O:14])=[O:13])[CH:8]([CH3:10])[CH3:9])(C)(C)C.C(O)(C(F)(F)F)=O.ClCCl. The yield is 0.720. The product is [Cl:41][C:37]1[CH:38]=[C:39]([Cl:40])[C:32]2[O:31][C:30]([C:28]([NH:27][C:24]3[CH:23]=[CH:22][C:21]([C:18]4[CH:19]=[CH:20][C:15]([S:12]([NH:11][C@@H:7]([CH:8]([CH3:10])[CH3:9])[C:6]([OH:44])=[O:5])(=[O:14])=[O:13])=[CH:16][CH:17]=4)=[CH:26][CH:25]=3)=[O:29])=[C:34]([CH3:35])[C:33]=2[C:36]=1[O:42][CH3:43].